Task: Predict which catalyst facilitates the given reaction.. Dataset: Catalyst prediction with 721,799 reactions and 888 catalyst types from USPTO (1) Reactant: [CH3:1][C:2]1([CH3:14])[CH2:13][CH2:12][C:5]2=[C:6]([C:9]([OH:11])=[O:10])[S:7][CH:8]=[C:4]2[CH2:3]1.[C:15]([Li])(C)(C)C.CI.C(O)(=O)CC(CC(O)=O)(C(O)=O)O. Product: [CH3:15][C:8]1[S:7][C:6]([C:9]([OH:11])=[O:10])=[C:5]2[CH2:12][CH2:13][C:2]([CH3:14])([CH3:1])[CH2:3][C:4]=12. The catalyst class is: 20. (2) The catalyst class is: 44. Product: [CH:22]([C:19]1[CH:20]=[CH:21][C:14]([O:8][CH:3]([C:4]([F:7])([F:6])[F:5])[C:2]([F:10])([F:9])[F:1])=[C:15]([CH:18]=1)[C:16]#[N:17])=[O:23]. Reactant: [F:1][C:2]([F:10])([F:9])[CH:3]([OH:8])[C:4]([F:7])([F:6])[F:5].[H-].[Na+].F[C:14]1[CH:21]=[CH:20][C:19]([CH:22]=[O:23])=[CH:18][C:15]=1[C:16]#[N:17]. (3) Reactant: Cl[C:2]1[N:3]=[C:4]([NH:13][C:14]2[CH:19]=[CH:18][C:17]([N:20]3[CH2:25][CH2:24][N:23]([CH3:26])[CH2:22][CH2:21]3)=[CH:16][CH:15]=2)[C:5]([C:10]([NH2:12])=[O:11])=[N:6][C:7]=1[CH2:8][CH3:9].[C:27]1([NH2:34])[CH:32]=[CH:31][CH:30]=[C:29]([NH2:33])[CH:28]=1. Product: [NH2:33][C:29]1[CH:28]=[C:27]([NH:34][C:2]2[N:3]=[C:4]([NH:13][C:14]3[CH:19]=[CH:18][C:17]([N:20]4[CH2:25][CH2:24][N:23]([CH3:26])[CH2:22][CH2:21]4)=[CH:16][CH:15]=3)[C:5]([C:10]([NH2:12])=[O:11])=[N:6][C:7]=2[CH2:8][CH3:9])[CH:32]=[CH:31][CH:30]=1. The catalyst class is: 60. (4) Reactant: [CH3:1][S:2][CH2:3][C:4](=[O:11])[CH2:5][C:6]([O:8][CH2:9][CH3:10])=[O:7].C(O[CH:15]=[CH:16][C:17](=O)[C:18](F)([F:20])[F:19])C.C(N(CC)CC)C. Product: [CH2:9]([O:8][C:6](=[O:7])[C:5]1[CH:15]=[CH:16][C:17]([CH:18]([F:20])[F:19])=[C:3]([S:2][CH3:1])[C:4]=1[OH:11])[CH3:10]. The catalyst class is: 10. (5) Reactant: Cl[C:2]1[N:10]2[C:6](=[N:7][C:8]3[CH:14]=[CH:13][CH:12]=[CH:11][C:9]=32)[C:5]([C:15]#[N:16])=[C:4]([CH3:17])[C:3]=1[C:18]1[CH:23]=[CH:22][CH:21]=[CH:20][CH:19]=1.C(N(CC)CC)C.[NH:31]1[CH2:36][CH2:35][NH:34][CH2:33][CH2:32]1.O. Product: [CH3:17][C:4]1[C:3]([C:18]2[CH:23]=[CH:22][CH:21]=[CH:20][CH:19]=2)=[C:2]([N:31]2[CH2:36][CH2:35][NH:34][CH2:33][CH2:32]2)[N:10]2[C:6](=[N:7][C:8]3[CH:14]=[CH:13][CH:12]=[CH:11][C:9]=32)[C:5]=1[C:15]#[N:16]. The catalyst class is: 16.